From a dataset of Reaction yield outcomes from USPTO patents with 853,638 reactions. Predict the reaction yield, written as a fraction of the theoretical maximum amount of product (1.0 means a 100% yield; for example, 0.34 means a 34% yield). (1) The reactants are Br[C:2]1[CH:3]=[CH:4][C:5]2[O:11][CH2:10][CH2:9][N:8]3[C:12]([C:18]4[NH:22][N:21]=[C:20]([CH:23]5[CH2:25][CH2:24]5)[N:19]=4)=[C:13]([C:15]([NH2:17])=[O:16])[N:14]=[C:7]3[C:6]=2[CH:26]=1.[CH3:27][C:28]([OH:32])([CH3:31])[C:29]#[CH:30]. No catalyst specified. The product is [CH:23]1([C:20]2[N:19]=[C:18]([C:12]3[N:8]4[CH2:9][CH2:10][O:11][C:5]5[CH:4]=[CH:3][C:2]([C:30]#[C:29][C:28]([OH:32])([CH3:31])[CH3:27])=[CH:26][C:6]=5[C:7]4=[N:14][C:13]=3[C:15]([NH2:17])=[O:16])[NH:22][N:21]=2)[CH2:25][CH2:24]1. The yield is 0.0660. (2) The reactants are [Cl:1][C:2]1[CH:3]=[C:4]([C:8]#[C:9][C:10]2[CH2:14][C:13]3([CH2:18][CH2:17][N:16]([C:19]([N:21](CC)[CH:22]([CH3:24])C)=[O:20])[CH2:15]3)[O:12][N:11]=2)[CH:5]=[CH:6][CH:7]=1.[CH2:27]([NH:29][CH:30](C)C)[CH3:28]. No catalyst specified. The product is [Cl:1][C:2]1[CH:3]=[C:4]([C:8]#[C:9][C:10]2[CH2:14][C:13]3([O:12][N:11]=2)[CH2:18][CH2:17][N:16]([C:19]([NH:21][C:22]2[CH:28]=[CH:27][N:29]=[CH:30][CH:24]=2)=[O:20])[CH2:15]3)[CH:5]=[CH:6][CH:7]=1. The yield is 0.164.